This data is from NCI-60 drug combinations with 297,098 pairs across 59 cell lines. The task is: Regression. Given two drug SMILES strings and cell line genomic features, predict the synergy score measuring deviation from expected non-interaction effect. (1) Drug 1: CC1=CC2C(CCC3(C2CCC3(C(=O)C)OC(=O)C)C)C4(C1=CC(=O)CC4)C. Drug 2: C1=C(C(=O)NC(=O)N1)N(CCCl)CCCl. Cell line: COLO 205. Synergy scores: CSS=37.0, Synergy_ZIP=3.38, Synergy_Bliss=4.35, Synergy_Loewe=-8.31, Synergy_HSA=3.33. (2) Drug 1: CC1=CC2C(CCC3(C2CCC3(C(=O)C)OC(=O)C)C)C4(C1=CC(=O)CC4)C. Drug 2: CCN(CC)CCCC(C)NC1=C2C=C(C=CC2=NC3=C1C=CC(=C3)Cl)OC. Cell line: HT29. Synergy scores: CSS=48.1, Synergy_ZIP=7.59, Synergy_Bliss=4.83, Synergy_Loewe=-17.4, Synergy_HSA=4.14.